From a dataset of Full USPTO retrosynthesis dataset with 1.9M reactions from patents (1976-2016). Predict the reactants needed to synthesize the given product. (1) Given the product [NH:23]=[C:8]1[NH:13][C@@:12]([C:14]2[O:15][C:33]([C:32]3[CH:31]=[C:30]([CH:38]=[CH:37][CH:36]=3)[C:28]#[N:29])=[N:17][N:16]=2)([CH3:18])[CH2:11][C:10](=[O:19])[N:9]1[CH3:20], predict the reactants needed to synthesize it. The reactants are: C(OC([C@H:8]1[NH:13][C:12]([CH3:18])([C:14]([NH:16][NH2:17])=[O:15])[CH2:11][C:10](=[O:19])[N:9]1[CH3:20])=O)(C)(C)C.CC[N:23](CC)CC.[C:28]([C:30]1[CH:31]=[C:32]([CH:36]=[CH:37][CH:38]=1)[C:33](Cl)=O)#[N:29]. (2) Given the product [F:1][C:2]([F:10])([F:11])[C:3]1[CH:9]=[CH:8][CH:7]=[CH:6][C:4]=1[N:5]=[C:12]([C:15]1[CH:20]=[CH:19][CH:18]=[C:17]([C:21](=[N:5][C:4]2[CH:6]=[CH:7][CH:8]=[CH:9][C:3]=2[C:2]([F:1])([F:10])[F:11])[CH3:22])[N:16]=1)[CH3:13], predict the reactants needed to synthesize it. The reactants are: [F:1][C:2]([F:11])([F:10])[C:3]1[CH:9]=[CH:8][CH:7]=[CH:6][C:4]=1[NH2:5].[C:12]([C:15]1[CH:20]=[CH:19][CH:18]=[C:17]([C:21](=O)[CH3:22])[N:16]=1)(=O)[CH3:13]. (3) Given the product [CH3:1][C@@H:2]([CH2:5][C:6]1[CH:7]=[C:8]2[C:13](=[CH:14][CH:15]=1)[N:12]=[CH:11][CH:10]=[N:9]2)[CH:3]=[O:4], predict the reactants needed to synthesize it. The reactants are: [CH3:1][C@@H:2]([CH2:5][C:6]1[CH:7]=[C:8]2[C:13](=[CH:14][CH:15]=1)[N:12]=[CH:11][CH:10]=[N:9]2)[CH2:3][OH:4].CC1(C)N([O])C(C)(C)CCC1.[K+].[Br-].Cl[O-].[Na+].C([O-])(O)=O.[Na+]. (4) Given the product [Br:18][CH2:19][CH2:20][CH2:21][O:10][C:9]1[C:2]([F:1])=[CH:3][C:4]([C:5]#[N:6])=[CH:7][C:8]=1[F:11], predict the reactants needed to synthesize it. The reactants are: [F:1][C:2]1[CH:3]=[C:4]([CH:7]=[C:8]([F:11])[C:9]=1[OH:10])[C:5]#[N:6].C([O-])([O-])=O.[K+].[K+].[Br:18][CH2:19][CH2:20][CH2:21]Br.